This data is from Peptide-MHC class I binding affinity with 185,985 pairs from IEDB/IMGT. The task is: Regression. Given a peptide amino acid sequence and an MHC pseudo amino acid sequence, predict their binding affinity value. This is MHC class I binding data. (1) The peptide sequence is SMYPSCCCTK. The MHC is HLA-A11:01 with pseudo-sequence HLA-A11:01. The binding affinity (normalized) is 0.413. (2) The MHC is HLA-B15:01 with pseudo-sequence HLA-B15:01. The peptide sequence is RGRGVAIHR. The binding affinity (normalized) is 0.0847. (3) The peptide sequence is LLFLVLIMLI. The MHC is HLA-A68:02 with pseudo-sequence HLA-A68:02. The binding affinity (normalized) is 0.211.